Dataset: Full USPTO retrosynthesis dataset with 1.9M reactions from patents (1976-2016). Task: Predict the reactants needed to synthesize the given product. (1) Given the product [I-:1].[CH3:3][C:4]1[O:5][CH2:6][C:7]([CH3:10])([CH3:9])[N+:8]=1[CH3:2], predict the reactants needed to synthesize it. The reactants are: [I:1][CH3:2].[CH3:3][C:4]1[O:5][CH2:6][C:7]([CH3:10])([CH3:9])[N:8]=1.O. (2) Given the product [C:20]([C:24]1[CH:25]=[CH:26][C:27]([CH2:28][N:4]2[CH2:3][CH2:2][N:1]([C:7]3[CH:8]=[CH:9][C:10]4[N:11]([C:13]([C:16]([F:17])([F:18])[F:19])=[N:14][N:15]=4)[N:12]=3)[CH2:6][CH2:5]2)=[CH:30][CH:31]=1)([CH3:23])([CH3:22])[CH3:21], predict the reactants needed to synthesize it. The reactants are: [N:1]1([C:7]2[CH:8]=[CH:9][C:10]3[N:11]([C:13]([C:16]([F:19])([F:18])[F:17])=[N:14][N:15]=3)[N:12]=2)[CH2:6][CH2:5][NH:4][CH2:3][CH2:2]1.[C:20]([C:24]1[CH:31]=[CH:30][C:27]([CH:28]=O)=[CH:26][CH:25]=1)([CH3:23])([CH3:22])[CH3:21]. (3) Given the product [F:1][C:2]1[CH:3]=[CH:4][C:5]([C:28]([F:31])([F:29])[F:30])=[C:6]([C:8]2([S:15]([C:18]3[CH:23]=[CH:22][C:21]([C:24]([F:25])([F:26])[F:27])=[CH:20][CH:19]=3)(=[O:17])=[O:16])[CH2:9][CH2:10][CH:11]([OH:14])[CH2:12][CH2:13]2)[CH:7]=1, predict the reactants needed to synthesize it. The reactants are: [F:1][C:2]1[CH:3]=[CH:4][C:5]([C:28]([F:31])([F:30])[F:29])=[C:6]([C:8]2([S:15]([C:18]3[CH:23]=[CH:22][C:21]([C:24]([F:27])([F:26])[F:25])=[CH:20][CH:19]=3)(=[O:17])=[O:16])[CH2:13][CH2:12][C:11](=[O:14])[CH2:10][CH2:9]2)[CH:7]=1.[BH4-].[Na+]. (4) Given the product [CH3:1][C:2]1[CH:3]=[C:4]2[C:8](=[CH:9][CH:10]=1)[N:7]([CH2:21][CH:22]([CH3:24])[CH3:23])[CH:6]=[C:5]2[C:11]([O:13][CH3:14])=[O:12], predict the reactants needed to synthesize it. The reactants are: [CH3:1][C:2]1[CH:3]=[C:4]2[C:8](=[CH:9][CH:10]=1)[NH:7][CH:6]=[C:5]2[C:11]([O:13][CH3:14])=[O:12].C([O-])([O-])=O.[K+].[K+].[CH2:21](Br)[CH:22]([CH3:24])[CH3:23]. (5) The reactants are: [CH2:1]([O:8][CH2:9][CH2:10][CH:11]1[CH2:20][CH2:19][C:14]2(OCC[O:15]2)[CH2:13][CH2:12]1)[C:2]1[CH:7]=[CH:6][CH:5]=[CH:4][CH:3]=1.O.CC1C=CC(S(O)(=O)=O)=CC=1. Given the product [CH2:1]([O:8][CH2:9][CH2:10][CH:11]1[CH2:12][CH2:13][C:14](=[O:15])[CH2:19][CH2:20]1)[C:2]1[CH:7]=[CH:6][CH:5]=[CH:4][CH:3]=1, predict the reactants needed to synthesize it. (6) Given the product [CH:18]1([C:11]2[C:10]([CH2:21][C:22]3[CH:23]=[CH:24][C:25]([N:28]4[CH:32]=[CH:31][CH:30]=[N:29]4)=[CH:26][CH:27]=3)=[C:9]([CH3:33])[C:8]3[C:13](=[C:14]([F:17])[CH:15]=[CH:16][C:7]=3[O:6][C@@H:4]([CH3:5])[C:3]([OH:34])=[O:2])[N:12]=2)[CH2:20][CH2:19]1, predict the reactants needed to synthesize it. The reactants are: C[O:2][C:3](=[O:34])[C@@H:4]([O:6][C:7]1[CH:16]=[CH:15][C:14]([F:17])=[C:13]2[C:8]=1[C:9]([CH3:33])=[C:10]([CH2:21][C:22]1[CH:27]=[CH:26][C:25]([N:28]3[CH:32]=[CH:31][CH:30]=[N:29]3)=[CH:24][CH:23]=1)[C:11]([CH:18]1[CH2:20][CH2:19]1)=[N:12]2)[CH3:5].[OH-].[Li+].Cl.